Dataset: Reaction yield outcomes from USPTO patents with 853,638 reactions. Task: Predict the reaction yield, written as a fraction of the theoretical maximum amount of product (1.0 means a 100% yield; for example, 0.34 means a 34% yield). (1) The reactants are [H-].[H-].[H-].[H-].[Li+].[Al+3].[C:7]([O:11][C:12]([NH:14][C:15]1([C:30]([NH:32][C@@H:33]([C:39]2[CH:44]=[CH:43][C:42]([Cl:45])=[CH:41][CH:40]=2)[CH2:34][C:35](OC)=[O:36])=[O:31])[CH2:20][CH2:19][N:18]([C:21]2[C:22]3[CH:29]=[CH:28][NH:27][C:23]=3[N:24]=[CH:25][N:26]=2)[CH2:17][CH2:16]1)=[O:13])([CH3:10])([CH3:9])[CH3:8]. The catalyst is C1COCC1. The product is [Cl:45][C:42]1[CH:41]=[CH:40][C:39]([C@H:33]([NH:32][C:30]([C:15]2([NH:14][C:12](=[O:13])[O:11][C:7]([CH3:9])([CH3:8])[CH3:10])[CH2:16][CH2:17][N:18]([C:21]3[C:22]4[CH:29]=[CH:28][NH:27][C:23]=4[N:24]=[CH:25][N:26]=3)[CH2:19][CH2:20]2)=[O:31])[CH2:34][CH2:35][OH:36])=[CH:44][CH:43]=1. The yield is 0.216. (2) The reactants are [Br:1][C:2]1[CH:3]=[C:4]([C:8]2([C:15]3[CH:20]=[CH:19][C:18]([O:21][CH3:22])=[CH:17][CH:16]=3)[C:12](=S)[S:11][C:10](=S)[NH:9]2)[CH:5]=[CH:6][CH:7]=1.[NH2:23][CH2:24][CH:25]([CH2:30][NH2:31])[C:26]([O:28][CH3:29])=[O:27].C(N(CC)CC)C. The catalyst is C(O)C. The product is [Br:1][C:2]1[CH:3]=[C:4]([C:8]2([C:15]3[CH:16]=[CH:17][C:18]([O:21][CH3:22])=[CH:19][CH:20]=3)[C:12]3=[N:23][CH2:24][CH:25]([C:26]([O:28][CH3:29])=[O:27])[CH2:30][N:31]3[C:10](=[S:11])[NH:9]2)[CH:5]=[CH:6][CH:7]=1. The yield is 0.390. (3) The reactants are [NH:1]([C:3](=[O:13])[CH2:4][NH:5][C:6](=[O:12])[O:7][C:8]([CH3:11])([CH3:10])[CH3:9])[NH2:2].C(=O)([O-])O.[Na+].[CH3:19][O:20][C:21]1[CH:29]=[C:28]([N+:30]([O-:32])=[O:31])[CH:27]=[CH:26][C:22]=1[C:23](Cl)=[O:24].C(=O)([O-])[O-].[Na+].[Na+]. The catalyst is C1COCC1. The product is [CH3:19][O:20][C:21]1[CH:29]=[C:28]([N+:30]([O-:32])=[O:31])[CH:27]=[CH:26][C:22]=1[C:23]([NH:2][NH:1][C:3](=[O:13])[CH2:4][NH:5][C:6](=[O:12])[O:7][C:8]([CH3:9])([CH3:10])[CH3:11])=[O:24]. The yield is 0.920. (4) The reactants are [CH3:1][C:2]1[CH:3]=[C:4]([S:8][CH2:9][C:10]([C:12]2[CH:13]=[N:14][CH:15]=[CH:16][CH:17]=2)=O)[CH:5]=[CH:6][CH:7]=1.O.[OH-].[Na+]. The catalyst is ClCCCl. The product is [CH3:1][C:2]1[CH:7]=[CH:6][C:5]2[C:10]([C:12]3[CH:13]=[N:14][CH:15]=[CH:16][CH:17]=3)=[CH:9][S:8][C:4]=2[CH:3]=1. The yield is 0.380. (5) The reactants are [CH:1]1[C:13]2[CH:12]([CH2:14][O:15][C:16](=[O:46])[NH:17][C:18]3[CH:23]=[CH:22][C:21]([S:24][C:25]4[CH:30]=[CH:29][C:28]([C:31](=[O:42])[NH:32][C:33]5[S:34][C:35]([C:38]([CH3:41])([CH3:40])[CH3:39])=[CH:36][N:37]=5)=[CH:27][C:26]=4[N+:43]([O-])=O)=[CH:20][CH:19]=3)[C:11]3[C:6](=[CH:7][CH:8]=[CH:9][CH:10]=3)[C:5]=2[CH:4]=[CH:3][CH:2]=1.[Cl-].[NH4+].C(O)C.O1CCCC1. The catalyst is O.C(OCC)(=O)C.[Fe]. The product is [CH:1]1[C:13]2[CH:12]([CH2:14][O:15][C:16](=[O:46])[NH:17][C:18]3[CH:19]=[CH:20][C:21]([S:24][C:25]4[CH:30]=[CH:29][C:28]([C:31](=[O:42])[NH:32][C:33]5[S:34][C:35]([C:38]([CH3:41])([CH3:39])[CH3:40])=[CH:36][N:37]=5)=[CH:27][C:26]=4[NH2:43])=[CH:22][CH:23]=3)[C:11]3[C:6](=[CH:7][CH:8]=[CH:9][CH:10]=3)[C:5]=2[CH:4]=[CH:3][CH:2]=1. The yield is 0.900.